Regression. Given two drug SMILES strings and cell line genomic features, predict the synergy score measuring deviation from expected non-interaction effect. From a dataset of NCI-60 drug combinations with 297,098 pairs across 59 cell lines. (1) Drug 1: C1=CC(=CC=C1CCCC(=O)O)N(CCCl)CCCl. Drug 2: C1=NC2=C(N=C(N=C2N1C3C(C(C(O3)CO)O)F)Cl)N. Cell line: SK-OV-3. Synergy scores: CSS=19.0, Synergy_ZIP=-8.02, Synergy_Bliss=-8.11, Synergy_Loewe=-9.67, Synergy_HSA=-5.61. (2) Drug 1: C1CCC(C1)C(CC#N)N2C=C(C=N2)C3=C4C=CNC4=NC=N3. Drug 2: C(CN)CNCCSP(=O)(O)O. Cell line: EKVX. Synergy scores: CSS=-0.988, Synergy_ZIP=-1.35, Synergy_Bliss=-5.17, Synergy_Loewe=-22.4, Synergy_HSA=-5.54. (3) Drug 1: COC1=C2C(=CC3=C1OC=C3)C=CC(=O)O2. Drug 2: C1C(C(OC1N2C=NC(=NC2=O)N)CO)O. Cell line: PC-3. Synergy scores: CSS=7.39, Synergy_ZIP=-2.33, Synergy_Bliss=-2.26, Synergy_Loewe=-9.51, Synergy_HSA=-3.21.